Task: Predict the reactants needed to synthesize the given product.. Dataset: Full USPTO retrosynthesis dataset with 1.9M reactions from patents (1976-2016) Given the product [F:1][C:2]1[CH:3]=[C:4]([C:37]2[C:38]([C:43]#[N:44])=[CH:39][CH:40]=[CH:41][CH:42]=2)[CH:5]=[CH:6][C:7]=1[CH2:8][C:9]1[C:10](=[O:36])[N:11]([CH:21]2[CH2:35][CH2:34][CH:24]([O:25][CH:26]([C:27]3([CH:31]=[O:32])[CH2:28][CH2:29][CH2:30]3)[CH3:33])[CH2:23][CH2:22]2)[C:12]2[N:13]([N:18]=[CH:19][N:20]=2)[C:14]=1[CH2:15][CH2:16][CH3:17], predict the reactants needed to synthesize it. The reactants are: [F:1][C:2]1[CH:3]=[C:4]([C:37]2[C:38]([C:43]#[N:44])=[CH:39][CH:40]=[CH:41][CH:42]=2)[CH:5]=[CH:6][C:7]=1[CH2:8][C:9]1[C:10](=[O:36])[N:11]([CH:21]2[CH2:35][CH2:34][C:24]3([O:32][CH2:31][C:27]4([CH2:30][CH2:29][CH2:28]4)[CH:26]([CH3:33])[O:25]3)[CH2:23][CH2:22]2)[C:12]2[N:13]([N:18]=[CH:19][N:20]=2)[C:14]=1[CH2:15][CH2:16][CH3:17].C([BH3-])#N.[Na+].B(F)(F)F.CCOCC.C(=O)([O-])O.[Na+].CC(OI1(OC(C)=O)(OC(C)=O)OC(=O)C2C=CC=CC1=2)=O.S([O-])([O-])(=O)=S.[Na+].[Na+].